Dataset: Forward reaction prediction with 1.9M reactions from USPTO patents (1976-2016). Task: Predict the product of the given reaction. (1) Given the reactants [Li]CCCC.[CH3:6][C:7]1[CH2:8][C:9]2[C:14]([CH:15]=1)=[C:13]([CH3:16])[CH:12]=[C:11]([CH3:17])[CH:10]=2.[Si:18]([CH3:22])([CH3:21])(Cl)[Cl:19].[Li], predict the reaction product. The product is: [Cl:19][Si:18]([CH:8]1[C:9]2[C:14](=[C:13]([CH3:16])[CH:12]=[C:11]([CH3:17])[CH:10]=2)[CH:15]=[C:7]1[CH3:6])([CH3:22])[CH3:21]. (2) The product is: [I:8][C:9]1[C:17]2[C:12](=[CH:13][CH:14]=[C:15]([NH:18][S:19]([C:22]3[CH:27]=[CH:26][CH:25]=[CH:24][C:23]=3[S:28]([CH3:31])(=[O:30])=[O:29])(=[O:20])=[O:21])[CH:16]=2)[N:11]([C:32]([O:34][C:35]([CH3:38])([CH3:37])[CH3:36])=[O:33])[N:10]=1. Given the reactants C(N(CC)CC)C.[I:8][C:9]1[C:17]2[C:12](=[CH:13][CH:14]=[C:15]([NH:18][S:19]([C:22]3[CH:27]=[CH:26][CH:25]=[CH:24][C:23]=3[S:28]([CH3:31])(=[O:30])=[O:29])(=[O:21])=[O:20])[CH:16]=2)[NH:11][N:10]=1.[C:32](O[C:32]([O:34][C:35]([CH3:38])([CH3:37])[CH3:36])=[O:33])([O:34][C:35]([CH3:38])([CH3:37])[CH3:36])=[O:33].O, predict the reaction product. (3) Given the reactants [Cl:1][C:2]1[CH:3]=[C:4]2[C:9](=[C:10](I)[CH:11]=1)[O:8][CH:7]([C:13]([F:16])([F:15])[F:14])[C:6]([C:17]([O:19][CH2:20][CH3:21])=[O:18])=[CH:5]2.[C:22]([C:24]1[CH:29]=[CH:28][C:27]([S:30]([NH2:33])(=[O:32])=[O:31])=[CH:26][CH:25]=1)#[CH:23], predict the reaction product. The product is: [NH2:33][S:30]([C:27]1[CH:28]=[CH:29][C:24]([C:22]#[C:23][C:10]2[CH:11]=[C:2]([Cl:1])[CH:3]=[C:4]3[C:9]=2[O:8][CH:7]([C:13]([F:16])([F:15])[F:14])[C:6]([C:17]([O:19][CH2:20][CH3:21])=[O:18])=[CH:5]3)=[CH:25][CH:26]=1)(=[O:31])=[O:32]. (4) Given the reactants C(OC(=O)[NH:7][CH2:8][CH2:9][N:10]1[C:18]([C:19]2[CH:24]=[CH:23][CH:22]=[C:21]([Cl:25])[CH:20]=2)=[C:17]2[C:12]([N:13]([CH3:29])[C:14](=[O:28])[N:15]([CH3:27])[C:16]2=[O:26])=[CH:11]1)(C)(C)C.C(O)(C(F)(F)F)=O, predict the reaction product. The product is: [NH2:7][CH2:8][CH2:9][N:10]1[C:18]([C:19]2[CH:24]=[CH:23][CH:22]=[C:21]([Cl:25])[CH:20]=2)=[C:17]2[C:12]([N:13]([CH3:29])[C:14](=[O:28])[N:15]([CH3:27])[C:16]2=[O:26])=[CH:11]1. (5) The product is: [CH2:1]([O:3][C:4]1[C:13]2[C:8](=[CH:9][CH:10]=[C:11](/[CH:14]=[C:29]3/[C:30](=[O:32])[N:31]=[C:27]([NH:26][CH:24]4[CH2:25][CH:23]4[C:20]4[CH:21]=[CH:22][C:17]([F:16])=[CH:18][CH:19]=4)[S:28]/3)[CH:12]=2)[N:7]=[CH:6][CH:5]=1)[CH3:2]. Given the reactants [CH2:1]([O:3][C:4]1[C:13]2[C:8](=[CH:9][CH:10]=[C:11]([CH:14]=O)[CH:12]=2)[N:7]=[CH:6][CH:5]=1)[CH3:2].[F:16][C:17]1[CH:22]=[CH:21][C:20]([CH:23]2[CH2:25][CH:24]2[NH:26][C:27]2[S:28][CH2:29][C:30](=[O:32])[N:31]=2)=[CH:19][CH:18]=1.C([O-])(=O)C.[Na+], predict the reaction product. (6) Given the reactants [O-]CC.[Na+].Cl.[CH:6]([NH2:8])=[NH:7].C(O[C:12](=[O:24])[CH:13]([C:22]#[N:23])[CH2:14][CH:15]([O:19][CH2:20][CH3:21])[O:16][CH2:17][CH3:18])C, predict the reaction product. The product is: [NH2:23][C:22]1[N:7]=[CH:6][NH:8][C:12](=[O:24])[C:13]=1[CH2:14][CH:15]([O:19][CH2:20][CH3:21])[O:16][CH2:17][CH3:18]. (7) Given the reactants [NH2:1][CH:2]1[CH2:7][CH2:6][N:5]([C:8]([C:10]2[CH:15]=[CH:14][C:13]([C:16]3[CH:21]=[CH:20][N:19]4[N:22]=[CH:23][C:24]([C:25]5[CH:32]=[CH:31][C:28]([C:29]#[N:30])=[CH:27][CH:26]=5)=[C:18]4[N:17]=3)=[CH:12][CH:11]=2)=[O:9])[CH2:4][CH2:3]1.[C:33](Cl)(=[O:35])[CH3:34], predict the reaction product. The product is: [C:29]([C:28]1[CH:31]=[CH:32][C:25]([C:24]2[CH:23]=[N:22][N:19]3[CH:20]=[CH:21][C:16]([C:13]4[CH:12]=[CH:11][C:10]([C:8]([N:5]5[CH2:6][CH2:7][CH:2]([NH:1][C:33](=[O:35])[CH3:34])[CH2:3][CH2:4]5)=[O:9])=[CH:15][CH:14]=4)=[N:17][C:18]=23)=[CH:26][CH:27]=1)#[N:30].